Dataset: Catalyst prediction with 721,799 reactions and 888 catalyst types from USPTO. Task: Predict which catalyst facilitates the given reaction. (1) Reactant: [N:1]1([C:7]([O:9][CH2:10][C:11]2[CH:16]=[CH:15][CH:14]=[CH:13][CH:12]=2)=[O:8])[CH2:6][CH2:5][NH:4][CH2:3][CH2:2]1.C(#N)C.[F:20][C:21]1[CH:22]=[C:23]([C:28](=[O:60])[C:29](=[C:51]2[NH:55][C:54]3[CH:56]=[CH:57][CH:58]=[CH:59][C:53]=3[NH:52]2)[C:30]([C:32]2[CH:33]=[C:34]([S:38]([NH:41][C:42](N3C(C)=CC(C)=N3)=[NH:43])(=[O:40])=[O:39])[CH:35]=[CH:36][CH:37]=2)=[O:31])[CH:24]=[C:25]([F:27])[CH:26]=1. Product: [F:27][C:25]1[CH:24]=[C:23]([C:28](=[O:60])[C:29](=[C:51]2[NH:52][C:53]3[CH:59]=[CH:58][CH:57]=[CH:56][C:54]=3[NH:55]2)[C:30]([C:32]2[CH:33]=[C:34]([S:38]([NH:41][C:42](=[NH:43])[N:4]3[CH2:5][CH2:6][N:1]([C:7]([O:9][CH2:10][C:11]4[CH:16]=[CH:15][CH:14]=[CH:13][CH:12]=4)=[O:8])[CH2:2][CH2:3]3)(=[O:39])=[O:40])[CH:35]=[CH:36][CH:37]=2)=[O:31])[CH:22]=[C:21]([F:20])[CH:26]=1. The catalyst class is: 13. (2) Reactant: [C:1](OC([O-])=O)([O:3][C:4]([CH3:7])([CH3:6])[CH3:5])=[O:2].CN(C1C=CC=CN=1)C.[NH2:21][C:22]1[CH:27]=[CH:26][N:25]=[C:24]([Cl:28])[CH:23]=1.C(N(CC)CC)C. Product: [Cl:28][C:24]1[CH:23]=[C:22]([NH:21][C:1](=[O:2])[O:3][C:4]([CH3:7])([CH3:6])[CH3:5])[CH:27]=[CH:26][N:25]=1. The catalyst class is: 46. (3) Reactant: [F:1][C:2]1([F:31])[CH2:4][CH:3]1[CH2:5][N:6]1[CH2:11][CH2:10][N:9]([C:12]2[CH:13]=[CH:14][C:15]([N:18]3[C:27]4[C:22](=[CH:23][CH:24]=[CH:25][CH:26]=4)[N:21](C(O)=O)[CH2:20][CH2:19]3)=[N:16][CH:17]=2)[CH2:8][CH2:7]1.Cl. Product: [F:31][C:2]1([F:1])[CH2:4][CH:3]1[CH2:5][N:6]1[CH2:11][CH2:10][N:9]([C:12]2[CH:13]=[CH:14][C:15]([N:18]3[C:27]4[C:22](=[CH:23][CH:24]=[CH:25][CH:26]=4)[NH:21][CH2:20][CH2:19]3)=[N:16][CH:17]=2)[CH2:8][CH2:7]1. The catalyst class is: 12. (4) The catalyst class is: 4. Reactant: [Br:1][CH2:2][C:3]([NH:5][C:6]1[CH:11]=[CH:10][C:9]([Cl:12])=[C:8]([Cl:13])[CH:7]=1)=[O:4].[CH2:14]([NH2:18])[CH:15]([CH3:17])[CH3:16]. Product: [BrH:1].[Cl:13][C:8]1[CH:7]=[C:6]([NH:5][C:3](=[O:4])[CH2:2][NH:18][CH2:14][CH:15]([CH3:17])[CH3:16])[CH:11]=[CH:10][C:9]=1[Cl:12]. (5) Reactant: [Cl:1][C:2]1[N:7]=[C:6]([NH2:8])[CH:5]=[C:4]([Cl:9])[N:3]=1.[C:10]([O:14][C:15](O[C:15]([O:14][C:10]([CH3:13])([CH3:12])[CH3:11])=[O:16])=[O:16])([CH3:13])([CH3:12])[CH3:11]. Product: [Cl:1][C:2]1[N:7]=[C:6]([N:8]([C:15]([O:14][C:10]([CH3:13])([CH3:12])[CH3:11])=[O:16])[C:15]([O:14][C:10]([CH3:13])([CH3:12])[CH3:11])=[O:16])[CH:5]=[C:4]([Cl:9])[N:3]=1. The catalyst class is: 166.